Dataset: Forward reaction prediction with 1.9M reactions from USPTO patents (1976-2016). Task: Predict the product of the given reaction. Given the reactants CNC(NC1SC(C2C=CN=CC=2)=C(C)N=1)=O.[CH3:18][C:19]1[N:20]=[C:21]([NH:36][C:37]([N:39]2[CH:43]=CN=C2)=[O:38])[S:22][C:23]=1[C:24]1[CH:29]=[CH:28][N:27]=[C:26]([N:30]2[CH2:35][CH2:34][O:33][CH2:32][CH2:31]2)[N:25]=1.[CH2:44]([C:46]1[O:50][C:49]([CH2:51]CN)=[N:48][CH:47]=1)[CH3:45], predict the reaction product. The product is: [CH2:44]([C:46]1[O:50][C:49]([CH2:51][CH2:43][NH:39][C:37]([NH:36][C:21]2[S:22][C:23]([C:24]3[CH:29]=[CH:28][N:27]=[C:26]([N:30]4[CH2:31][CH2:32][O:33][CH2:34][CH2:35]4)[N:25]=3)=[C:19]([CH3:18])[N:20]=2)=[O:38])=[N:48][CH:47]=1)[CH3:45].